From a dataset of Reaction yield outcomes from USPTO patents with 853,638 reactions. Predict the reaction yield, written as a fraction of the theoretical maximum amount of product (1.0 means a 100% yield; for example, 0.34 means a 34% yield). (1) The reactants are [C:1]([C:3]1[CH:11]=[CH:10][CH:9]=[C:8]2[C:4]=1[CH:5]=[CH:6][NH:7]2)#[N:2].[H-].[Na+].I[CH3:15]. The catalyst is CN(C=O)C. The product is [CH3:15][N:7]1[C:8]2[CH:9]=[CH:10][CH:11]=[C:3]([C:1]#[N:2])[C:4]=2[CH:5]=[CH:6]1. The yield is 0.950. (2) The reactants are [O:1]=[C:2]1[NH:6][CH:5]2[CH2:7][S:8][CH:9]([CH2:10][CH2:11][CH2:12][CH2:13][C:14]([OH:16])=O)[CH:4]2[NH:3]1.F[P-](F)(F)(F)(F)F.N1(OC(N(C)C)=[N+](C)C)C2C=CC=CC=2N=N1.C(N(C(C)C)C(C)C)C.[CH:50]1[C:62]2[CH:61]([CH2:63][O:64][C:65](=[O:82])[NH:66][C:67]3[CH:72]=[CH:71][C:70]([NH2:73])=[C:69]([O:74][CH2:75][C:76]4[CH:81]=[CH:80][CH:79]=[CH:78][CH:77]=4)[CH:68]=3)[C:60]3[C:55](=[CH:56][CH:57]=[CH:58][CH:59]=3)[C:54]=2[CH:53]=[CH:52][CH:51]=1. The catalyst is CC(N(C)C)=O. The product is [CH:50]1[C:62]2[CH:61]([CH2:63][O:64][C:65](=[O:82])[NH:66][C:67]3[CH:72]=[CH:71][C:70]([NH:73][C:14](=[O:16])[CH2:13][CH2:12][CH2:11][CH2:10][CH:9]4[CH:4]5[CH:5]([NH:6][C:2](=[O:1])[NH:3]5)[CH2:7][S:8]4)=[C:69]([O:74][CH2:75][C:76]4[CH:77]=[CH:78][CH:79]=[CH:80][CH:81]=4)[CH:68]=3)[C:60]3[C:55](=[CH:56][CH:57]=[CH:58][CH:59]=3)[C:54]=2[CH:53]=[CH:52][CH:51]=1. The yield is 0.737. (3) The reactants are C(O[C@@H:5]1[O:27][C@H:26]([CH2:28][O:29][C:30](=[O:37])[C:31]2[CH:36]=[CH:35][CH:34]=[CH:33][CH:32]=2)[C@@H:16]([O:17][C:18](=[O:25])[C:19]2[CH:24]=[CH:23][CH:22]=[CH:21][CH:20]=2)[C@H:6]1[O:7][C:8](=[O:15])[C:9]1[CH:14]=[CH:13][CH:12]=[CH:11][CH:10]=1)(=O)C.[Cl:38]CCl. The catalyst is [Ti](Cl)(Cl)(Cl)Cl. The product is [C:8]([O:7][C@@H:6]1[C@H:16]([O:17][C:18](=[O:25])[C:19]2[CH:20]=[CH:21][CH:22]=[CH:23][CH:24]=2)[C@@H:26]([CH2:28][O:29][C:30](=[O:37])[C:31]2[CH:36]=[CH:35][CH:34]=[CH:33][CH:32]=2)[O:27][CH:5]1[Cl:38])(=[O:15])[C:9]1[CH:14]=[CH:13][CH:12]=[CH:11][CH:10]=1. The yield is 1.00. (4) The reactants are Br[C:2]1[CH:7]=[C:6]([F:8])[CH:5]=[CH:4][C:3]=1[Cl:9].N#N.[CH3:12][CH2:13][OH:14].[Li][CH:16](CC)C.C1CCCCC1.B(F)(F)F.C(OCC)C. The catalyst is C1COCC1. The product is [Cl:9][C:3]1[CH:4]=[CH:5][C:6]([F:8])=[CH:7][C:2]=1[CH2:12][C@H:13]([OH:14])[CH3:16]. The yield is 0.740. (5) The catalyst is C(O)C.[Pd]. The reactants are Cl[C:2]1[N:7]=[N:6][C:5]([N:8]2[C:12]([C:13]3[CH:18]=[CH:17][C:16]([CH3:19])=[CH:15][N:14]=3)=[CH:11][C:10]([C:20]([O:22][CH2:23][CH3:24])=[O:21])=[N:9]2)=[CH:4][CH:3]=1.C([O-])=O.[NH4+]. The yield is 0.490. The product is [CH3:19][C:16]1[CH:17]=[CH:18][C:13]([C:12]2[N:8]([C:5]3[N:6]=[N:7][CH:2]=[CH:3][CH:4]=3)[N:9]=[C:10]([C:20]([O:22][CH2:23][CH3:24])=[O:21])[CH:11]=2)=[N:14][CH:15]=1. (6) The reactants are [CH2:1]([O:8][N:9]1[C:15](=[O:16])[N:14]2[CH2:17][C@H:10]1[CH2:11][CH2:12][C@H:13]2[C:18]([OH:20])=O)[C:2]1[CH:7]=[CH:6][CH:5]=[CH:4][CH:3]=1.[NH:21]([C:23]([C@@H:25]1[CH2:30][CH2:29][CH2:28][CH2:27][N:26]1[C:31]([O:33][C:34]([CH3:37])([CH3:36])[CH3:35])=[O:32])=[O:24])[NH2:22]. No catalyst specified. The product is [CH2:1]([O:8][N:9]1[C:15](=[O:16])[N:14]2[CH2:17][C@H:10]1[CH2:11][CH2:12][C@H:13]2[C:18]([NH:22][NH:21][C:23]([C@@H:25]1[CH2:30][CH2:29][CH2:28][CH2:27][N:26]1[C:31]([O:33][C:34]([CH3:37])([CH3:36])[CH3:35])=[O:32])=[O:24])=[O:20])[C:2]1[CH:3]=[CH:4][CH:5]=[CH:6][CH:7]=1. The yield is 0.800. (7) The yield is 0.260. The reactants are [C:1]([C:3]1[CH:4]=[N:5][CH:6]=[C:7]([CH:20]=1)[C:8]([N:10]=[S:11]([CH3:19])(=[O:18])[C:12]1[CH:17]=[CH:16][CH:15]=[CH:14][CH:13]=1)=[O:9])#[CH:2].Br[C:22]1[S:26][C:25]([NH:27][C:28](=[O:35])[C:29]2[CH:34]=[CH:33][CH:32]=[CH:31][CH:30]=2)=[N:24][CH:23]=1. The product is [C:28]([NH:27][C:25]1[S:26][C:22]([C:2]#[C:1][C:3]2[CH:4]=[N:5][CH:6]=[C:7]([CH:20]=2)[C:8]([N:10]=[S:11]([CH3:19])(=[O:18])[C:12]2[CH:13]=[CH:14][CH:15]=[CH:16][CH:17]=2)=[O:9])=[CH:23][N:24]=1)(=[O:35])[C:29]1[CH:30]=[CH:31][CH:32]=[CH:33][CH:34]=1. No catalyst specified.